Predict the reaction yield, written as a fraction of the theoretical maximum amount of product (1.0 means a 100% yield; for example, 0.34 means a 34% yield). From a dataset of Reaction yield outcomes from USPTO patents with 853,638 reactions. The reactants are Br[C:2]1[N:3]=[CH:4][C:5]([NH2:15])=[N:6][C:7]=1[C:8]1[CH:13]=[CH:12][CH:11]=[C:10]([F:14])[CH:9]=1.CC1(C)C(C)(C)OB([C:24]2[CH:29]=[CH:28][N:27]=[CH:26][CH:25]=2)O1.C(=O)([O-])[O-].[Cs+].[Cs+]. The catalyst is ClCCl.[Pd](Cl)Cl.C1(P(C2C=CC=CC=2)[C-]2C=CC=C2)C=CC=CC=1.[C-]1(P(C2C=CC=CC=2)C2C=CC=CC=2)C=CC=C1.[Fe+2].O1CCOCC1. The product is [F:14][C:10]1[CH:9]=[C:8]([C:7]2[N:6]=[C:5]([NH2:15])[CH:4]=[N:3][C:2]=2[C:24]2[CH:29]=[CH:28][N:27]=[CH:26][CH:25]=2)[CH:13]=[CH:12][CH:11]=1. The yield is 0.600.